This data is from Forward reaction prediction with 1.9M reactions from USPTO patents (1976-2016). The task is: Predict the product of the given reaction. (1) Given the reactants [Cl:1][C:2]1[CH:9]=[C:8]([OH:10])[C:7]([O:11][C:12]2[CH:17]=[CH:16][C:15]([Cl:18])=[CH:14][C:13]=2[Cl:19])=[CH:6][C:3]=1[C:4]#[N:5].[N-:20]=[N+:21]=[N-:22].[Na+].Cl.C(OCC)(=O)C, predict the reaction product. The product is: [Cl:1][C:2]1[C:3]([C:4]2[NH:22][N:21]=[N:20][N:5]=2)=[CH:6][C:7]([O:11][C:12]2[CH:17]=[CH:16][C:15]([Cl:18])=[CH:14][C:13]=2[Cl:19])=[C:8]([OH:10])[CH:9]=1. (2) Given the reactants [NH2:1][C:2]1[CH:7]=[CH:6][C:5]([OH:8])=[CH:4][C:3]=1[N+:9]([O-:11])=[O:10].[Si:12](Cl)([C:15]([CH3:18])([CH3:17])[CH3:16])([CH3:14])[CH3:13].N1C=CN=C1.O, predict the reaction product. The product is: [Si:12]([O:8][C:5]1[CH:6]=[CH:7][C:2]([NH2:1])=[C:3]([N+:9]([O-:11])=[O:10])[CH:4]=1)([C:15]([CH3:18])([CH3:17])[CH3:16])([CH3:14])[CH3:13]. (3) Given the reactants [Cl:1][C:2]1[CH:3]=[C:4]2[C:12](=[C:13]([NH2:18])[C:14]=1[O:15][CH2:16][CH3:17])[NH:11][C:10]1[CH:9]=[N:8][CH:7]=[CH:6][C:5]2=1.[CH3:19][C:20]1[N:28]=[CH:27][CH:26]=[CH:25][C:21]=1[C:22](O)=[O:23], predict the reaction product. The product is: [Cl:1][C:2]1[CH:3]=[C:4]2[C:12](=[C:13]([NH:18][C:22](=[O:23])[C:21]3[CH:25]=[CH:26][CH:27]=[N:28][C:20]=3[CH3:19])[C:14]=1[O:15][CH2:16][CH3:17])[NH:11][C:10]1[CH:9]=[N:8][CH:7]=[CH:6][C:5]2=1. (4) Given the reactants CN(C)S([N:6]1[CH:10]=[CH:9][N:8]=[C:7]1[Si](C(C)(C)C)(C)C)(=O)=O.[CH3:19][CH:20]1[C:29](=O)[C:28]2[C:23](=[CH:24][CH:25]=[CH:26][CH:27]=2)[O:22][CH2:21]1, predict the reaction product. The product is: [CH3:19][C:20]1[CH2:21][O:22][C:23]2[C:28]([C:29]=1[C:10]1[NH:6][CH:7]=[N:8][CH:9]=1)=[CH:27][CH:26]=[CH:25][CH:24]=2. (5) Given the reactants [CH3:1][N:2]([CH:4]([C:13]1[CH:18]=[CH:17][CH:16]=[C:15]([F:19])[CH:14]=1)[CH:5]1[CH2:10][CH2:9][CH:8]([CH:11]=O)[CH2:7][CH2:6]1)[CH3:3].Cl.[NH2:21][OH:22], predict the reaction product. The product is: [CH3:1][N:2]([CH:4]([C:13]1[CH:18]=[CH:17][CH:16]=[C:15]([F:19])[CH:14]=1)[CH:5]1[CH2:10][CH2:9][CH:8]([CH:11]=[N:21][OH:22])[CH2:7][CH2:6]1)[CH3:3]. (6) Given the reactants [NH2:1][C:2]1[C:7](Cl)=[C:6]([C:9]([O:11][CH3:12])=[O:10])[N:5]=[C:4]([C:13]2[CH:18]=[CH:17][C:16]([Cl:19])=[C:15]([N:20]([CH3:22])[CH3:21])[C:14]=2[F:23])[N:3]=1.[CH:24]([Sn](CCCC)(CCCC)CCCC)=[C:25]=[CH2:26].[F-].[K+], predict the reaction product. The product is: [Cl:19][C:16]1[CH:17]=[CH:18][C:13]([C:4]2[N:5]=[C:6]([C:9]([O:11][CH3:12])=[O:10])[C:7]3[CH:24]=[C:25]([CH3:26])[NH:1][C:2]=3[N:3]=2)=[C:14]([F:23])[C:15]=1[N:20]([CH3:22])[CH3:21]. (7) Given the reactants [Br:1][C:2]1[CH:11]=[C:10]2[C:5]([CH2:6][CH2:7][CH2:8][C:9]2=[O:12])=[CH:4][CH:3]=1.[CH:13](=O)[C:14]1[CH:19]=[CH:18][CH:17]=[N:16][CH:15]=1.N1CCCCC1, predict the reaction product. The product is: [Br:1][C:2]1[CH:11]=[C:10]2[C:5]([CH2:6][CH2:7]/[C:8](=[CH:13]\[C:14]3[CH:15]=[N:16][CH:17]=[CH:18][CH:19]=3)/[C:9]2=[O:12])=[CH:4][CH:3]=1. (8) Given the reactants [CH:1]([C:4]1([CH2:12][O:13][CH3:14])[CH2:9][O:8][C:7]([CH3:11])([CH3:10])[O:6][CH2:5]1)([CH3:3])[CH3:2].[CH2:15](OCC)C.C[Mg]I, predict the reaction product. The product is: [C:7]([O:8][CH2:9][C:4]([CH2:12][O:13][CH3:14])([CH:1]([CH3:2])[CH3:3])[CH2:5][OH:6])([CH3:15])([CH3:11])[CH3:10].